Dataset: Full USPTO retrosynthesis dataset with 1.9M reactions from patents (1976-2016). Task: Predict the reactants needed to synthesize the given product. (1) Given the product [Br:28][C:18]1[CH:19]=[CH:20][CH:21]=[C:22]2[C:26]=1[N:25]([CH3:27])[CH:24]=[CH:23]2, predict the reactants needed to synthesize it. The reactants are: ClC1C=C(N[C:18]2[CH:19]=[CH:20][CH:21]=[C:22]3[C:26]=2[N:25]([CH3:27])[CH:24]=[CH:23]3)C=CC=1C(C1C=CC=CC=1C)=O.[Br:28]C1C=CC=C2C=1NC=C2.C([O-])([O-])=O.[K+].[K+].CI. (2) Given the product [OH:23][C:3]1([C:1]#[C:2][C:25]2[CH:26]=[C:27]([CH:30]=[CH:31][C:32]=2[CH3:33])[C:28]#[N:29])[CH2:4][CH2:5][N:6]([C:9](=[O:22])[CH2:10][C:11]2[CH:16]=[CH:15][C:14]([N:17]3[CH:21]=[N:20][N:19]=[N:18]3)=[CH:13][CH:12]=2)[CH2:7][CH2:8]1, predict the reactants needed to synthesize it. The reactants are: [C:1]([C:3]1([OH:23])[CH2:8][CH2:7][N:6]([C:9](=[O:22])[CH2:10][C:11]2[CH:16]=[CH:15][C:14]([N:17]3[CH:21]=[N:20][N:19]=[N:18]3)=[CH:13][CH:12]=2)[CH2:5][CH2:4]1)#[CH:2].Br[C:25]1[CH:26]=[C:27]([CH:30]=[CH:31][C:32]=1[CH3:33])[C:28]#[N:29].